Dataset: Full USPTO retrosynthesis dataset with 1.9M reactions from patents (1976-2016). Task: Predict the reactants needed to synthesize the given product. (1) Given the product [Cl:35][C:22]1[C:23]([NH:25][CH:26]2[CH2:31][CH2:30][N:29]([C:32]([O:34][CH3:53])=[O:33])[CH2:28][CH2:27]2)=[N:24][C:19]([C:17]2[CH:18]=[C:13]([O:12][CH2:11][C@H:10]([OH:44])[CH2:9][NH:8][CH3:52])[CH:14]=[CH:15][C:16]=2[Cl:43])=[N:20][C:21]=1[C:36]1[C:37]([CH3:42])=[N:38][O:39][C:40]=1[CH3:41].[CH:6]([OH:7])=[O:5], predict the reactants needed to synthesize it. The reactants are: C([O:5][C:6]([N:8]([CH3:52])[CH2:9][C@@H:10]([O:44][Si](C(C)(C)C)(C)C)[CH2:11][O:12][C:13]1[CH:14]=[CH:15][C:16]([Cl:43])=[C:17]([C:19]2[N:24]=[C:23]([NH:25][CH:26]3[CH2:31][CH2:30][N:29]([C:32]([O-:34])=[O:33])[CH2:28][CH2:27]3)[C:22]([Cl:35])=[C:21]([C:36]3[C:37]([CH3:42])=[N:38][O:39][C:40]=3[CH3:41])[N:20]=2)[CH:18]=1)=[O:7])(C)(C)C.[C:53](O)(C(F)(F)F)=O. (2) The reactants are: [O-]P([O-])([O-])=O.[K+].[K+].[K+].[CH:9]1[C:18]2[C:13](=[CH:14][CH:15]=[CH:16][CH:17]=2)[CH2:12][CH2:11][C:10]=1B(O)O.[Cl:22][C:23]1[CH:24]=[C:25]([CH2:29][N:30]2[CH:34]=[CH:33][N:32]=[C:31]2[CH3:35])[N:26]=[N:27][CH:28]=1.Cl.CCOCC. Given the product [ClH:22].[CH:9]1[C:18]2[C:13](=[CH:14][CH:15]=[CH:16][CH:17]=2)[CH2:12][CH2:11][C:10]=1[C:23]1[CH:24]=[C:25]([CH2:29][N:30]2[CH:34]=[CH:33][N:32]=[C:31]2[CH3:35])[N:26]=[N:27][CH:28]=1, predict the reactants needed to synthesize it. (3) Given the product [Br:5][C:6]1[C:14]2[S:13][C:12]([NH2:15])=[N:11][C:10]=2[CH:9]=[C:8]([I:24])[CH:7]=1, predict the reactants needed to synthesize it. The reactants are: B(F)(F)F.[Br:5][C:6]1[C:14]2[S:13][C:12]([NH2:15])=[N:11][C:10]=2[CH:9]=[C:8](N)[CH:7]=1.N(OC(C)(C)C)=O.[I-:24].[K+].II.